This data is from Reaction yield outcomes from USPTO patents with 853,638 reactions. The task is: Predict the reaction yield, written as a fraction of the theoretical maximum amount of product (1.0 means a 100% yield; for example, 0.34 means a 34% yield). (1) The reactants are [CH2:1]([C:4]1([C:17]2[CH:22]=[CH:21][C:20]([F:23])=[CH:19][CH:18]=2)[O:9][C:8](=[O:10])[N:7]([C@H:11]([C:13]([CH3:16])([CH3:15])[CH3:14])[CH3:12])[CH2:6][CH2:5]1)[CH:2]=C.[O:24]=[O+][O-].[BH4-].[Na+]. The catalyst is C(Cl)Cl. The product is [CH3:14][C:13]([CH3:15])([CH3:16])[C@@H:11]([N:7]1[CH2:6][CH2:5][C:4]([C:17]2[CH:22]=[CH:21][C:20]([F:23])=[CH:19][CH:18]=2)([CH2:1][CH2:2][OH:24])[O:9][C:8]1=[O:10])[CH3:12]. The yield is 0.0400. (2) The yield is 0.330. The product is [F:38][CH:36]([F:37])[O:35][C:32]1[CH:33]=[CH:34][C:29](/[CH:28]=[CH:27]/[C:24]2[O:25][CH:26]=[C:22]([CH2:21][O:17][C:14]3[CH:13]=[CH:12][C:11]([CH2:10][S:8]([CH2:7][CH2:6][N:1]4[CH:5]=[CH:4][N:3]=[N:2]4)=[O:9])=[CH:16][CH:15]=3)[N:23]=2)=[CH:30][CH:31]=1. The reactants are [N:1]1([CH2:6][CH2:7][S:8]([CH2:10][C:11]2[CH:16]=[CH:15][C:14]([OH:17])=[CH:13][CH:12]=2)=[O:9])[CH:5]=[CH:4][N:3]=[N:2]1.[H-].[Na+].Cl[CH2:21][C:22]1[N:23]=[C:24]([CH:27]=[CH:28][C:29]2[CH:34]=[CH:33][C:32]([O:35][CH:36]([F:38])[F:37])=[CH:31][CH:30]=2)[O:25][CH:26]=1.O. The catalyst is CN(C)C=O. (3) The reactants are OC1C=C(N[C:9]2[N:14]=[C:13]([NH:15][C:16]3[CH:21]=[CH:20][CH:19]=[C:18]([OH:22])[CH:17]=3)[C:12]([F:23])=[CH:11][N:10]=2)C=CC=1.[OH:24][C:25]1[C:26]([CH3:32])=[C:27]([CH:29]=[CH:30][CH:31]=1)[NH2:28].Cl[C:34]1N=C(Cl)C(F)=CN=1. No catalyst specified. The product is [OH:24][C:25]1[C:26]([CH3:32])=[C:27]([NH:28][C:9]2[N:14]=[C:13]([NH:15][C:16]3[CH:21]=[CH:20][CH:19]=[C:18]([OH:22])[C:17]=3[CH3:34])[C:12]([F:23])=[CH:11][N:10]=2)[CH:29]=[CH:30][CH:31]=1. The yield is 0.880. (4) The reactants are [ClH:1].Cl.[CH3:3][O:4][CH2:5][CH2:6][C@@H:7]1[NH:12][CH2:11][CH2:10][N:9]([C:13]2[C:22]3[CH:21]=[C:20]([CH3:23])[S:19][C:18]=3[NH:17][C:16]3[CH:24]=[CH:25][CH:26]=[CH:27][C:15]=3[N:14]=2)[CH2:8]1.[C:28]1(N)C(F)=C(F)C(F)=C(N)C=1F.Cl.Cl. No catalyst specified. The product is [ClH:1].[ClH:1].[CH3:3][O:4][CH2:5][CH2:6][C@@H:7]1[N:12]([CH3:28])[CH2:11][CH2:10][N:9]([C:13]2[C:22]3[CH:21]=[C:20]([CH3:23])[S:19][C:18]=3[NH:17][C:16]3[CH:24]=[CH:25][CH:26]=[CH:27][C:15]=3[N:14]=2)[CH2:8]1. The yield is 0.220. (5) The reactants are [CH:1]([C:3]1[C:11]2[C:6](=[CH:7][C:8]([C:12]([O:14][CH3:15])=[O:13])=[CH:9][CH:10]=2)[N:5]([S:16]([C:19]2[CH:20]=[N:21][CH:22]=[CH:23][CH:24]=2)(=[O:18])=[O:17])[CH:4]=1)=O.[C:25]([BH3-])#[N:26].[Na+].CN.O1CCCC1.C(=O)(O)[O-].[Na+]. The catalyst is CO.[Cl-].[Zn+2].[Cl-]. The product is [CH3:25][NH:26][CH2:1][C:3]1[C:11]2[C:6](=[CH:7][C:8]([C:12]([O:14][CH3:15])=[O:13])=[CH:9][CH:10]=2)[N:5]([S:16]([C:19]2[CH:20]=[N:21][CH:22]=[CH:23][CH:24]=2)(=[O:18])=[O:17])[CH:4]=1. The yield is 0.400. (6) The product is [CH3:13][O:12][C:4]1[CH:5]=[C:6]([CH:7]=[CH:8][C:3]=1[O:2][CH3:1])[CH:9]=[CH:10][CH:11]=[O:19]. The yield is 0.600. The reactants are [CH3:1][O:2][C:3]1[CH:8]=[CH:7][C:6]([CH2:9][CH2:10][CH3:11])=[CH:5][C:4]=1[O:12][CH3:13].C(C1C(=O)C(Cl)=C(Cl)C(=[O:19])C=1C#N)#N.C(O)(=O)C. The catalyst is O1CCOCC1. (7) The reactants are [C:1]([C:3]1[CH:8]=[CH:7][C:6]([NH:9][C:10]([CH:12]2[NH:16][CH:15]([CH2:17][C:18]([CH3:21])([CH3:20])[CH3:19])[C:14]3([C:29]4[C:24](=[CH:25][C:26]([Cl:31])=[CH:27][C:28]=4[F:30])[NH:23][C:22]3=[O:32])[CH:13]2[C:33]2[CH:38]=[CH:37][CH:36]=[C:35]([Cl:39])[C:34]=2[F:40])=[O:11])=[C:5]([F:41])[CH:4]=1)#[N:2].[OH:42]O.[OH-].[Na+]. The catalyst is CS(C)=O. The product is [C:1]([C:3]1[CH:8]=[CH:7][C:6]([NH:9][C:10]([CH:12]2[NH:16][CH:15]([CH2:17][C:18]([CH3:21])([CH3:20])[CH3:19])[C:14]3([C:29]4[C:24](=[CH:25][C:26]([Cl:31])=[CH:27][C:28]=4[F:30])[NH:23][C:22]3=[O:32])[CH:13]2[C:33]2[CH:38]=[CH:37][CH:36]=[C:35]([Cl:39])[C:34]=2[F:40])=[O:11])=[C:5]([F:41])[CH:4]=1)(=[O:42])[NH2:2]. The yield is 0.240.